Dataset: HIV replication inhibition screening data with 41,000+ compounds from the AIDS Antiviral Screen. Task: Binary Classification. Given a drug SMILES string, predict its activity (active/inactive) in a high-throughput screening assay against a specified biological target. (1) The drug is CCOC(=O)NN=C(Cc1ccc([N+](=O)[O-])cc1)OCC. The result is 0 (inactive). (2) The drug is COc1ccc(NC(=O)CC(=O)Nc2ccc(OC)cc2)cc1. The result is 0 (inactive). (3) The molecule is Cc1c2ccccc2n[c-](C)[n+]1=O. The result is 0 (inactive). (4) The molecule is CCc1cccc(C(C)(C)C)c1NC(=S)NC=C(c1ccccc1)S(=O)Cc1ccccc1. The result is 0 (inactive).